From a dataset of Forward reaction prediction with 1.9M reactions from USPTO patents (1976-2016). Predict the product of the given reaction. (1) Given the reactants C(N(C(C)C)CC)(C)C.[F:10][C:11]1[CH:16]=[CH:15][C:14]([CH2:17][C:18]2[C:27]3[C:22](=[CH:23][CH:24]=[CH:25][CH:26]=3)[C:21](=[O:28])[NH:20][N:19]=2)=[CH:13][C:12]=1[NH:29][C:30]([CH2:32][CH:33]([CH2:37][CH:38]=[CH:39][CH2:40][CH2:41][CH3:42])[C:34]([OH:36])=O)=[O:31], predict the reaction product. The product is: [F:10][C:11]1[CH:16]=[CH:15][C:14]([CH2:17][C:18]2[C:27]3[C:22](=[CH:23][CH:24]=[CH:25][CH:26]=3)[C:21](=[O:28])[NH:20][N:19]=2)=[CH:13][C:12]=1[N:29]1[C:30](=[O:31])[CH2:32][CH:33]([CH2:37][CH:38]=[CH:39][CH2:40][CH2:41][CH3:42])[C:34]1=[O:36]. (2) Given the reactants [CH3:1][N:2]1[C:10]2[C:5](=[CH:6][C:7]([S:11][C:12]3[CH:17]=[CH:16][C:15](/[CH:18]=[CH:19]/[C:20]([N:22]4[CH2:27][CH2:26][CH:25]([C:28]([O:30]CC)=[O:29])[CH2:24][CH2:23]4)=[O:21])=[C:14]([Cl:33])[C:13]=3[Cl:34])=[CH:8][CH:9]=2)[CH:4]=[CH:3]1.[OH-].[K+].[OH-].[Na+], predict the reaction product. The product is: [CH3:1][N:2]1[C:10]2[C:5](=[CH:6][C:7]([S:11][C:12]3[CH:17]=[CH:16][C:15](/[CH:18]=[CH:19]/[C:20]([N:22]4[CH2:23][CH2:24][CH:25]([C:28]([OH:30])=[O:29])[CH2:26][CH2:27]4)=[O:21])=[C:14]([Cl:33])[C:13]=3[Cl:34])=[CH:8][CH:9]=2)[CH:4]=[CH:3]1. (3) Given the reactants [Br:1][C:2]1[CH:9]=[CH:8][C:5](C=O)=[C:4]([F:10])[CH:3]=1.[NH2:11][CH2:12][C:13]1[CH:20]=[CH:19][C:16]([C:17]#[N:18])=[CH:15][CH:14]=1.C(O)C.[O:24]1[CH2:29][CH2:28][O:27][CH2:26][CH2:25]1, predict the reaction product. The product is: [Br:1][C:2]1[CH:9]=[CH:8][C:5]([CH:28]([O:27][CH2:26][CH3:25])[C:29]([NH:18][CH2:17][C:16]2[CH:19]=[CH:20][C:13]([C:12]#[N:11])=[CH:14][CH:15]=2)=[O:24])=[C:4]([F:10])[CH:3]=1. (4) The product is: [CH:1]([C:4]1[CH:18]=[C:17]([O:19][CH3:20])[C:16]([S:22]([CH3:21])(=[O:24])=[O:23])=[CH:15][C:5]=1[O:6][C:7]1[C:8]([NH2:14])=[N:9][C:10]([NH2:13])=[N:11][CH:12]=1)([CH3:3])[CH3:2]. Given the reactants [CH:1]([C:4]1[CH:18]=[C:17]([O:19][CH3:20])[CH:16]=[CH:15][C:5]=1[O:6][C:7]1[C:8]([NH2:14])=[N:9][C:10]([NH2:13])=[N:11][CH:12]=1)([CH3:3])[CH3:2].[CH3:21][S:22](O[S:22]([CH3:21])(=[O:24])=[O:23])(=[O:24])=[O:23].FC(F)(F)S(O)(=O)=O.C([O-])(O)=O.[Na+], predict the reaction product. (5) Given the reactants [N:1]1[CH:6]=[C:5]([CH:7]=O)[CH:4]=[N:3][CH:2]=1.[C:9]([O:13][C:14]([N:16]1[CH2:21][CH2:20][NH:19][CH2:18][CH2:17]1)=[O:15])([CH3:12])([CH3:11])[CH3:10].C([BH3-])#N.[Na+], predict the reaction product. The product is: [N:3]1[CH:4]=[C:5]([CH2:7][N:19]2[CH2:18][CH2:17][N:16]([C:14]([O:13][C:9]([CH3:12])([CH3:11])[CH3:10])=[O:15])[CH2:21][CH2:20]2)[CH:6]=[N:1][CH:2]=1.